This data is from Reaction yield outcomes from USPTO patents with 853,638 reactions. The task is: Predict the reaction yield, written as a fraction of the theoretical maximum amount of product (1.0 means a 100% yield; for example, 0.34 means a 34% yield). (1) The reactants are [N+:1]([C:4]1[CH:9]=[CH:8][C:7]([N:10]2[CH2:14][CH2:13][CH:12]([N:15]([CH3:17])[CH3:16])[CH2:11]2)=[CH:6][CH:5]=1)([O-:3])=[O:2].C[I:19].[CH2:20](OCC)C. The catalyst is CN(C)C=O. The product is [I-:19].[N+:1]([C:4]1[CH:9]=[CH:8][C:7]([N:10]2[CH2:14][CH2:13][CH:12]([N+:15]([CH3:20])([CH3:17])[CH3:16])[CH2:11]2)=[CH:6][CH:5]=1)([O-:3])=[O:2]. The yield is 0.920. (2) The reactants are [CH3:1][O:2][C:3]([C:5]1[CH:6]=[CH:7][C:8]([OH:11])=[CH:9][CH:10]=1)=[O:4].[F:12][C:13]1[CH:20]=[CH:19][C:16]([CH2:17]Cl)=[CH:15][CH:14]=1.C(=O)([O-])[O-].[K+].[K+]. The catalyst is CC(C)=O. The product is [F:12][C:13]1[CH:20]=[CH:19][C:16]([CH2:17][O:11][C:8]2[CH:9]=[CH:10][C:5]([C:3]([O:2][CH3:1])=[O:4])=[CH:6][CH:7]=2)=[CH:15][CH:14]=1. The yield is 0.960. (3) The reactants are [NH2:1][C:2]([C@@H:4]1[CH2:8][CH2:7][C@H:6]([C:9]2[CH:14]=[CH:13][C:12]([O:15]CC3C=CC=CC=3)=[CH:11][CH:10]=2)[N:5]1[C:23]([O:25][C:26]([CH3:29])([CH3:28])[CH3:27])=[O:24])=[O:3]. The product is [NH2:1][C:2]([C@@H:4]1[CH2:8][CH2:7][C@H:6]([C:9]2[CH:14]=[CH:13][C:12]([OH:15])=[CH:11][CH:10]=2)[N:5]1[C:23]([O:25][C:26]([CH3:29])([CH3:28])[CH3:27])=[O:24])=[O:3]. The yield is 0.940. The catalyst is CO.[Pd]. (4) The reactants are [NH2:1][C:2]1[CH:7]=[CH:6][C:5]([C:8]([N:10]2[CH2:15][CH2:14][N:13]([CH3:16])[CH2:12][CH2:11]2)=[O:9])=[CH:4][CH:3]=1.[Br:17][C:18]1[CH:23]=[CH:22][C:21]([N:24]=[C:25]=[O:26])=[CH:20][CH:19]=1. The catalyst is C(Cl)Cl. The product is [Br:17][C:18]1[CH:23]=[CH:22][C:21]([NH:24][C:25]([NH:1][C:2]2[CH:3]=[CH:4][C:5]([C:8]([N:10]3[CH2:11][CH2:12][N:13]([CH3:16])[CH2:14][CH2:15]3)=[O:9])=[CH:6][CH:7]=2)=[O:26])=[CH:20][CH:19]=1. The yield is 0.790. (5) The product is [CH3:102][O:103][C:104]([NH:80][C@@H:79]([CH:78]([CH3:90])[CH3:77])[C:6]([N:8]1[C@@H:12]([CH3:13])[CH2:11][CH2:10][C@H:9]1[C:14]1[NH:18][C:17]2[C:19]3[C:24]([CH:25]=[CH:26][C:16]=2[N:15]=1)=[CH:23][C:22]1[C:27]2[C:32]([CH2:33][O:34][C:21]=1[CH:20]=3)=[CH:31][C:30]([C:35]1[NH:39][C:38]([C@@H:40]3[CH2:44][CH2:43][C@H:42]([CH3:45])[N:41]3[C:46](=[O:47])[C@@H:59]([NH:58][C:56](=[O:57])[O:55][CH3:54])[CH:63]([CH3:64])[CH3:65])=[N:37][CH:36]=1)=[CH:29][CH:28]=2)=[O:7])=[O:105]. The yield is 0.690. The catalyst is C(Cl)Cl.CN(C=O)C.CO. The reactants are C(O[C:6]([N:8]1[C@@H:12]([CH3:13])[CH2:11][CH2:10][C@H:9]1[C:14]1[NH:18][C:17]2[C:19]3[C:24]([CH:25]=[CH:26][C:16]=2[N:15]=1)=[CH:23][C:22]1[C:27]2[C:32]([CH2:33][O:34][C:21]=1[CH:20]=3)=[CH:31][C:30]([C:35]1[NH:39][C:38]([C@@H:40]3[CH2:44][CH2:43][C@H:42]([CH3:45])[N:41]3[C:46](OC(C)(C)C)=[O:47])=[N:37][CH:36]=1)=[CH:29][CH:28]=2)=[O:7])(C)(C)C.Cl.[CH3:54][O:55][C:56]([NH:58][C@@H:59]([CH:63]([CH3:65])[CH3:64])C(O)=O)=[O:57].CN(C(ON1N=NC2[CH:77]=[CH:78][CH:79]=[N:80]C1=2)=[N+](C)C)C.F[P-](F)(F)(F)(F)F.[CH3:90]CN(C(C)C)C(C)C.CO.C[CH2:102][O:103][C:104](C)=[O:105]. (6) The reactants are CN(C(ON1N=NC2C=CC=NC1=2)=[N+](C)C)C.F[P-](F)(F)(F)(F)F.[NH2:25][C:26]([C:28]1[NH:32][C:31]([C:33]([OH:35])=O)=[C:30]([Cl:36])[CH:29]=1)=[O:27].[NH2:37][CH2:38][C:39]1[C:40]([F:56])=[C:41]([O:46][C:47]2[CH:48]=[C:49]([CH:52]=[C:53]([Cl:55])[CH:54]=2)[C:50]#[N:51])[C:42]([Cl:45])=[CH:43][CH:44]=1.CCN(C(C)C)C(C)C. The catalyst is CN(C=O)C. The product is [Cl:36][C:30]1[CH:29]=[C:28]([C:26]([NH2:25])=[O:27])[NH:32][C:31]=1[C:33]([NH:37][CH2:38][C:39]1[CH:44]=[CH:43][C:42]([Cl:45])=[C:41]([O:46][C:47]2[CH:48]=[C:49]([C:50]#[N:51])[CH:52]=[C:53]([Cl:55])[CH:54]=2)[C:40]=1[F:56])=[O:35]. The yield is 0.280.